Task: Regression. Given a peptide amino acid sequence and an MHC pseudo amino acid sequence, predict their binding affinity value. This is MHC class II binding data.. Dataset: Peptide-MHC class II binding affinity with 134,281 pairs from IEDB The peptide sequence is NCVLKKSTNGLRIKS. The MHC is DRB1_1201 with pseudo-sequence DRB1_1201. The binding affinity (normalized) is 0.466.